From a dataset of Forward reaction prediction with 1.9M reactions from USPTO patents (1976-2016). Predict the product of the given reaction. (1) Given the reactants C([O:3][C:4](=[O:27])[CH:5]=[C:6]([C:17]1[CH:22]=[CH:21][C:20]([O:23][CH3:24])=[C:19]([O:25][CH3:26])[CH:18]=1)[C:7]1[CH:12]=[C:11]([O:13][CH3:14])[CH:10]=[C:9]([O:15][CH3:16])[CH:8]=1)C.[OH-].[K+].CO.Cl, predict the reaction product. The product is: [CH3:26][O:25][C:19]1[CH:18]=[C:17]([C:6]([C:7]2[CH:8]=[C:9]([O:15][CH3:16])[CH:10]=[C:11]([O:13][CH3:14])[CH:12]=2)=[CH:5][C:4]([OH:27])=[O:3])[CH:22]=[CH:21][C:20]=1[O:23][CH3:24]. (2) Given the reactants [CH3:1][NH2:2].[N+:3]([C:6]1[CH:7]=[C:8]([S:12](Cl)(=[O:14])=[O:13])[CH:9]=[CH:10][CH:11]=1)([O-:5])=[O:4], predict the reaction product. The product is: [CH3:1][NH:2][S:12]([C:8]1[CH:9]=[CH:10][CH:11]=[C:6]([N+:3]([O-:5])=[O:4])[CH:7]=1)(=[O:14])=[O:13].